This data is from Full USPTO retrosynthesis dataset with 1.9M reactions from patents (1976-2016). The task is: Predict the reactants needed to synthesize the given product. (1) Given the product [Cl:25][C:6]1[CH:5]=[CH:4][C:3]([CH2:2][NH:1][C:57](=[O:58])[C:56]([CH3:61])([CH3:60])[CH2:55][O:54][CH3:53])=[CH:8][C:7]=1[C:9]1[NH:13][C:12](=[O:14])[N:11]([C:15]2[CH:16]=[CH:17][C:18]([C:21]([F:24])([F:23])[F:22])=[CH:19][CH:20]=2)[N:10]=1, predict the reactants needed to synthesize it. The reactants are: [NH2:1][CH2:2][C:3]1[CH:4]=[CH:5][C:6]([Cl:25])=[C:7]([C:9]2[NH:13][C:12](=[O:14])[N:11]([C:15]3[CH:20]=[CH:19][C:18]([C:21]([F:24])([F:23])[F:22])=[CH:17][CH:16]=3)[N:10]=2)[CH:8]=1.CN(C=O)C.CN(C(ON1N=NC2C=CC=CC1=2)=[N+](C)C)C.[B-](F)(F)(F)F.[CH3:53][O:54][CH2:55][C:56]([CH3:61])([CH3:60])[C:57](O)=[O:58]. (2) Given the product [CH3:28][C:24]1([CH3:29])[CH2:23][C:22]2([CH2:30][CH2:31][CH2:32][N:20]([CH:17]3[CH2:18][CH2:19][N:14]([C:12]([C:11]4[C:10]5[C:5](=[CH:6][CH:7]=[CH:8][CH:9]=5)[CH:4]=[N:3][C:2]=4[NH:1][C:36]([NH:35][CH2:33][CH3:34])=[O:37])=[O:13])[CH2:15][CH2:16]3)[CH2:21]2)[C:26](=[O:27])[O:25]1, predict the reactants needed to synthesize it. The reactants are: [NH2:1][C:2]1[N:3]=[CH:4][C:5]2[C:10]([C:11]=1[C:12]([N:14]1[CH2:19][CH2:18][CH:17]([N:20]3[CH2:32][CH2:31][CH2:30][C:22]4([C:26](=[O:27])[O:25][C:24]([CH3:29])([CH3:28])[CH2:23]4)[CH2:21]3)[CH2:16][CH2:15]1)=[O:13])=[CH:9][CH:8]=[CH:7][CH:6]=2.[CH2:33]([N:35]=[C:36]=[O:37])[CH3:34].C(OC(C)C)(C)C. (3) The reactants are: [C:1]([O:5][C:6](=[O:20])[NH:7][C:8]1[C:13]([CH3:14])=[CH:12][C:11](/[C:15](/[CH2:18][CH3:19])=[CH:16]/[CH3:17])=[CH:10][N:9]=1)([CH3:4])([CH3:3])[CH3:2]. Given the product [C:1]([O:5][C:6](=[O:20])[NH:7][C:8]1[C:13]([CH3:14])=[CH:12][C:11]([CH:15]([CH2:18][CH3:19])[CH2:16][CH3:17])=[CH:10][N:9]=1)([CH3:3])([CH3:4])[CH3:2], predict the reactants needed to synthesize it. (4) Given the product [C:11]([O:10][C:8]([N:1]([CH3:7])[C@@H:2]([CH3:3])[C:4]([NH:34][C@@H:33]([CH2:35][C:36]1[CH:37]=[CH:38][C:39]([OH:42])=[CH:40][CH:41]=1)[C:32]([O:31][CH3:30])=[O:43])=[O:6])=[O:9])([CH3:14])([CH3:13])[CH3:12], predict the reactants needed to synthesize it. The reactants are: [N:1]([C:8]([O:10][C:11]([CH3:14])([CH3:13])[CH3:12])=[O:9])([CH3:7])[C@H:2]([C:4]([OH:6])=O)[CH3:3].C(Cl)CCl.C1C=NC2N(O)N=NC=2C=1.Cl.[CH3:30][O:31][C:32](=[O:43])[C@H:33]([CH2:35][C:36]1[CH:41]=[CH:40][C:39]([OH:42])=[CH:38][CH:37]=1)[NH2:34].CN1CCOCC1. (5) Given the product [C:13]([C:9]1[CH:8]=[C:7]([C:17]2[S:18][CH:19]=[C:20]([CH:22]3[CH2:27][CH2:26][N:25]([C:35](=[O:36])[CH2:34][N:33]4[C:32]5[CH:38]=[CH:39][CH:40]=[CH:41][C:31]=5[N:30]=[C:29]4[CH3:28])[CH2:24][CH2:23]3)[N:21]=2)[CH:6]=[C:5]([C:1]([CH3:2])([CH3:3])[CH3:4])[C:10]=1[O:11][CH3:12])([CH3:16])([CH3:15])[CH3:14], predict the reactants needed to synthesize it. The reactants are: [C:1]([C:5]1[CH:6]=[C:7]([C:17]2[S:18][CH:19]=[C:20]([CH:22]3[CH2:27][CH2:26][NH:25][CH2:24][CH2:23]3)[N:21]=2)[CH:8]=[C:9]([C:13]([CH3:16])([CH3:15])[CH3:14])[C:10]=1[O:11][CH3:12])([CH3:4])([CH3:3])[CH3:2].[CH3:28][C:29]1[N:33]([CH2:34][C:35](O)=[O:36])[C:32]2[CH:38]=[CH:39][CH:40]=[CH:41][C:31]=2[N:30]=1. (6) Given the product [F:10][C:11]1[CH:16]=[CH:15][CH:14]=[CH:13][C:12]=1[C:3]1[CH:2]=[C:6]([CH:20]=[O:23])[S:5][C:4]=1[C:8]1[CH:15]=[CH:14][CH:13]=[CH:12][C:11]=1[F:10], predict the reactants needed to synthesize it. The reactants are: Br[C:2]1[CH:3]=[C:4]([CH:8]=O)[S:5][C:6]=1Br.[F:10][C:11]1[CH:16]=[CH:15][CH:14]=[CH:13][C:12]=1B(O)O.[C:20](=[O:23])([O-])[O-].[Na+].[Na+].